From a dataset of Full USPTO retrosynthesis dataset with 1.9M reactions from patents (1976-2016). Predict the reactants needed to synthesize the given product. (1) Given the product [NH:15]1[CH2:20][CH2:19][CH2:18][C@@H:17]([NH:21][C:22]2[CH:27]=[CH:26][N:25]=[C:24]([C:28]3[N:32]4[CH:33]=[C:34]([C:37]#[N:38])[CH:35]=[CH:36][C:31]4=[N:30][CH:29]=3)[N:23]=2)[CH2:16]1, predict the reactants needed to synthesize it. The reactants are: FC(F)(F)C(O)=O.C(OC([N:15]1[CH2:20][CH2:19][CH2:18][C@@H:17]([NH:21][C:22]2[CH:27]=[CH:26][N:25]=[C:24]([C:28]3[N:32]4[CH:33]=[C:34]([C:37]#[N:38])[CH:35]=[CH:36][C:31]4=[N:30][CH:29]=3)[N:23]=2)[CH2:16]1)=O)(C)(C)C.O.C(=O)([O-])O.[Na+]. (2) Given the product [CH2:1]1[C:10]2[C:5](=[CH:6][CH:7]=[CH:8][CH:9]=2)[CH2:4][CH2:3][N:2]1[C:25](=[O:26])[CH2:24][C:19]1[NH:20][C:21](=[O:23])[CH:22]=[C:17]([N:11]2[CH2:12][CH2:13][O:14][CH2:15][CH2:16]2)[N:18]=1, predict the reactants needed to synthesize it. The reactants are: [CH2:1]1[C:10]2[C:5](=[CH:6][CH:7]=[CH:8][CH:9]=2)[CH2:4][CH2:3][NH:2]1.[N:11]1([C:17]2[N:18]=[C:19]([CH2:24][C:25](OCC)=[O:26])[NH:20][C:21](=[O:23])[CH:22]=2)[CH2:16][CH2:15][O:14][CH2:13][CH2:12]1.C[Al](C)C. (3) The reactants are: Cl[C:2]1C=CC=C(C(OO)=O)C=1.CS[CH2:14][C:15]1[CH:16]=[CH:17][CH:18]=[C:19]2[C:23]=1[NH:22][CH:21]=[CH:20]2.[S:24]([O-:27])([O-])=[O:25].[Na+].[Na+]. Given the product [CH3:2][S:24]([CH2:14][C:15]1[CH:16]=[CH:17][CH:18]=[C:19]2[C:23]=1[NH:22][CH:21]=[CH:20]2)(=[O:27])=[O:25], predict the reactants needed to synthesize it. (4) The reactants are: [CH2:1]([Mg]Br)[CH3:2].[CH2:5]([N:12]1[C:20]2[C:15](=[CH:16][CH:17]=[CH:18][CH:19]=2)[C:14]([C:21]2[O:22][C:23]([CH:26]=[O:27])=[CH:24][CH:25]=2)=[N:13]1)[C:6]1[CH:11]=[CH:10][CH:9]=[CH:8][CH:7]=1. Given the product [CH2:5]([N:12]1[C:20]2[C:15](=[CH:16][CH:17]=[CH:18][CH:19]=2)[C:14]([C:21]2[O:22][C:23]([CH:26]([OH:27])[CH2:1][CH3:2])=[CH:24][CH:25]=2)=[N:13]1)[C:6]1[CH:11]=[CH:10][CH:9]=[CH:8][CH:7]=1, predict the reactants needed to synthesize it. (5) Given the product [F:28][C:4]1[CH:3]=[C:2]([S:35][C:29]2[CH:34]=[CH:33][CH:32]=[CH:31][CH:30]=2)[CH:7]=[CH:6][C:5]=1[C:8]1[CH:13]=[CH:12][C:11]([CH2:14][CH2:15][C:16]2([NH:24][C:25](=[O:27])[CH3:26])[CH2:21][O:20][C:19]([CH3:23])([CH3:22])[O:18][CH2:17]2)=[CH:10][CH:9]=1, predict the reactants needed to synthesize it. The reactants are: Br[C:2]1[CH:7]=[CH:6][C:5]([C:8]2[CH:13]=[CH:12][C:11]([CH2:14][CH2:15][C:16]3([NH:24][C:25](=[O:27])[CH3:26])[CH2:21][O:20][C:19]([CH3:23])([CH3:22])[O:18][CH2:17]3)=[CH:10][CH:9]=2)=[C:4]([F:28])[CH:3]=1.[C:29]1([SH:35])[CH:34]=[CH:33][CH:32]=[CH:31][CH:30]=1.C(N(C(C)C)CC)(C)C.O. (6) Given the product [F:31][C:18]([F:17])([F:30])[O:19][C:20]1[CH:25]=[CH:24][C:23]([S:26]([NH:1][C:2]2[CH:3]=[C:4]3[O:11][CH2:10][CH:9]([NH:12][C:13](=[O:16])[CH2:14][CH3:15])[CH2:8][C:5]3=[N:6][CH:7]=2)(=[O:28])=[O:27])=[CH:22][CH:21]=1, predict the reactants needed to synthesize it. The reactants are: [NH2:1][C:2]1[CH:3]=[C:4]2[O:11][CH2:10][CH:9]([NH:12][C:13](=[O:16])[CH2:14][CH3:15])[CH2:8][C:5]2=[N:6][CH:7]=1.[F:17][C:18]([F:31])([F:30])[O:19][C:20]1[CH:25]=[CH:24][C:23]([S:26](Cl)(=[O:28])=[O:27])=[CH:22][CH:21]=1. (7) Given the product [CH3:1][O:2][C:3](=[O:40])[C:4]1[CH:9]=[C:8]([Br:10])[CH:7]=[CH:6][C:5]=1[C:11]1[CH:23]=[CH:22][C:21]2[C:20]3[C:15](=[CH:16][C:17]([Br:43])=[CH:18][CH:19]=3)[C:14]([CH2:32][CH2:33][CH2:34][CH2:35][CH2:36][CH2:37][CH2:38][CH3:39])([CH2:24][CH2:25][CH2:26][CH2:27][CH2:28][CH2:29][CH2:30][CH3:31])[C:13]=2[CH:12]=1, predict the reactants needed to synthesize it. The reactants are: [CH3:1][O:2][C:3](=[O:40])[C:4]1[CH:9]=[C:8]([Br:10])[CH:7]=[CH:6][C:5]=1[C:11]1[CH:23]=[CH:22][C:21]2[C:20]3[C:15](=[CH:16][CH:17]=[CH:18][CH:19]=3)[C:14]([CH2:32][CH2:33][CH2:34][CH2:35][CH2:36][CH2:37][CH2:38][CH3:39])([CH2:24][CH2:25][CH2:26][CH2:27][CH2:28][CH2:29][CH2:30][CH3:31])[C:13]=2[CH:12]=1.II.[Br:43]Br.[O-]S([O-])(=S)=O.[Na+].[Na+]. (8) Given the product [CH3:26][N:27]1[CH:31]=[C:30]([C:2]2[C:7]3[N:8]=[C:9]([NH:12][C:13]4[CH:18]=[CH:17][C:16]([C:19]5[CH:20]=[N:21][N:22]([CH3:24])[CH:23]=5)=[CH:15][C:14]=4[CH3:25])[N:10]=[CH:11][C:6]=3[CH:5]=[CH:4][N:3]=2)[CH:29]=[N:28]1, predict the reactants needed to synthesize it. The reactants are: Cl[C:2]1[C:7]2[N:8]=[C:9]([NH:12][C:13]3[CH:18]=[CH:17][C:16]([C:19]4[CH:20]=[N:21][N:22]([CH3:24])[CH:23]=4)=[CH:15][C:14]=3[CH3:25])[N:10]=[CH:11][C:6]=2[CH:5]=[CH:4][N:3]=1.[CH3:26][N:27]1[CH:31]=[C:30](B2OC(C)(C)C(C)(C)O2)[CH:29]=[N:28]1.C(=O)([O-])[O-].[Cs+].[Cs+]. (9) Given the product [Cl:1][C:2]1[CH:27]=[CH:26][CH:25]=[CH:24][C:3]=1[CH2:4][NH:5][C:6]1[NH:10][C:9]2[C:11]3[CH2:12][C:13]([CH3:23])([CH3:22])[O:14][C:15]=3[C:16]([C:18]([NH:31][C:30]3[CH:32]=[C:33]([C:36]([F:37])([F:38])[F:39])[CH:34]=[CH:35][C:29]=3[F:28])=[O:19])=[CH:17][C:8]=2[N:7]=1, predict the reactants needed to synthesize it. The reactants are: [Cl:1][C:2]1[CH:27]=[CH:26][CH:25]=[CH:24][C:3]=1[CH2:4][NH:5][C:6]1[NH:10][C:9]2[C:11]3[CH2:12][C:13]([CH3:23])([CH3:22])[O:14][C:15]=3[C:16]([C:18](OC)=[O:19])=[CH:17][C:8]=2[N:7]=1.[F:28][C:29]1[CH:35]=[CH:34][C:33]([C:36]([F:39])([F:38])[F:37])=[CH:32][C:30]=1[NH2:31].C[Al](C)C. (10) Given the product [C:13]1([CH:19]2[CH2:24][CH2:23][CH2:22][N:21]([C:25]3[CH:26]=[CH:27][C:28]([O:31][C:2]4[N:3]=[C:4]([OH:12])[C:5]5[CH:11]=[CH:10][N:9]=[CH:8][C:6]=5[N:7]=4)=[CH:29][CH:30]=3)[CH2:20]2)[CH:14]=[CH:15][CH:16]=[CH:17][CH:18]=1, predict the reactants needed to synthesize it. The reactants are: Cl[C:2]1[N:3]=[C:4]([OH:12])[C:5]2[CH:11]=[CH:10][N:9]=[CH:8][C:6]=2[N:7]=1.[C:13]1([CH:19]2[CH2:24][CH2:23][CH2:22][N:21]([C:25]3[CH:30]=[CH:29][C:28]([OH:31])=[CH:27][CH:26]=3)[CH2:20]2)[CH:18]=[CH:17][CH:16]=[CH:15][CH:14]=1.